From a dataset of CYP3A4 inhibition data for predicting drug metabolism from PubChem BioAssay. Regression/Classification. Given a drug SMILES string, predict its absorption, distribution, metabolism, or excretion properties. Task type varies by dataset: regression for continuous measurements (e.g., permeability, clearance, half-life) or binary classification for categorical outcomes (e.g., BBB penetration, CYP inhibition). Dataset: cyp3a4_veith. (1) The molecule is COCCNc1ccnc(-c2ccccc2C(F)(F)F)n1. The result is 0 (non-inhibitor). (2) The molecule is C#CCCCO/N=C1\[C@@H]2CCn3c(=O)n(Cc4cc5c(cc4Cl)OCO5)c(=O)n3[C@H]2[C@H](O)[C@H]2O[C@H]12. The result is 0 (non-inhibitor). (3) The molecule is C/C(CCN1CCCc2nc(C)c(C)cc21)=N\OC[C@@H](O)[C@@H]1O[C@@H]2OC(C)(C)O[C@@H]2[C@H]1O. The result is 0 (non-inhibitor). (4) The molecule is O=C(Nc1ccc(-c2nc3ccccc3[nH]2)cc1)c1ccc2c(c1)OCO2. The result is 1 (inhibitor). (5) The molecule is COc1cccc(OCC(=O)NN=C2c3ccccc3-c3ccccc32)c1. The result is 1 (inhibitor).